Dataset: Full USPTO retrosynthesis dataset with 1.9M reactions from patents (1976-2016). Task: Predict the reactants needed to synthesize the given product. (1) Given the product [CH2:1]([C@H:8]1[CH2:13][N:12]([C:14]2[CH:19]=[CH:18][C:17]([O:20][CH3:21])=[C:16]([O:22][CH:23]3[CH2:27][CH2:26][CH2:25][CH2:24]3)[CH:15]=2)[CH2:11][CH2:10][N:9]1[C:28](=[O:35])[CH2:29][C:30]1[N:31]=[CH:32][N:33]([CH:37]([CH3:39])[CH3:38])[CH:34]=1)[C:2]1[CH:3]=[CH:4][CH:5]=[CH:6][CH:7]=1, predict the reactants needed to synthesize it. The reactants are: [CH2:1]([C@H:8]1[CH2:13][N:12]([C:14]2[CH:19]=[CH:18][C:17]([O:20][CH3:21])=[C:16]([O:22][CH:23]3[CH2:27][CH2:26][CH2:25][CH2:24]3)[CH:15]=2)[CH2:11][CH2:10][N:9]1[C:28](=[O:35])[CH2:29][C:30]1[N:31]=[CH:32][NH:33][CH:34]=1)[C:2]1[CH:7]=[CH:6][CH:5]=[CH:4][CH:3]=1.Br[CH:37]([CH3:39])[CH3:38]. (2) Given the product [ClH:1].[F:22][C:19]1[CH:20]=[CH:21][C:16]([NH:15][C:14]2[C:13]3[C:8](=[C:9]([CH3:33])[CH:10]=[C:11]([S:25]([CH2:28][CH2:29][C:30]([N:34]4[CH2:39][CH2:38][O:37][CH2:36][CH2:35]4)=[O:32])(=[O:26])=[O:27])[CH:12]=3)[N:7]=[CH:6][C:5]=2[C:3]([NH2:2])=[O:4])=[CH:17][C:18]=1[O:23][CH3:24], predict the reactants needed to synthesize it. The reactants are: [ClH:1].[NH2:2][C:3]([C:5]1[CH:6]=[N:7][C:8]2[C:13]([C:14]=1[NH:15][C:16]1[CH:21]=[CH:20][C:19]([F:22])=[C:18]([O:23][CH3:24])[CH:17]=1)=[CH:12][C:11]([S:25]([CH2:28][CH2:29][C:30]([OH:32])=O)(=[O:27])=[O:26])=[CH:10][C:9]=2[CH3:33])=[O:4].[NH:34]1[CH2:39][CH2:38][O:37][CH2:36][CH2:35]1.C(N(CC)C(C)C)(C)C. (3) Given the product [O:15]1[CH2:16][CH2:17][C:2]([C:3]([O:5][CH2:6][CH3:7])=[O:4])([C:1]([O:9][CH2:10][CH3:11])=[O:8])[CH2:13][CH2:14]1, predict the reactants needed to synthesize it. The reactants are: [C:1]([O:9][CH2:10][CH3:11])(=[O:8])[CH2:2][C:3]([O:5][CH2:6][CH3:7])=[O:4].Cl[CH2:13][CH2:14][O:15][CH2:16][CH2:17]Cl.CC[O-].[Na+]. (4) Given the product [CH2:1]([C:3]1[CH:8]=[CH:7][CH:6]=[C:5]([CH2:9][CH3:10])[C:4]=1[C:11]1[CH:16]=[CH:15][CH:14]=[C:13]([CH2:17][OH:18])[CH:12]=1)[CH3:2], predict the reactants needed to synthesize it. The reactants are: [CH2:1]([C:3]1[CH:8]=[CH:7][CH:6]=[C:5]([CH2:9][CH3:10])[C:4]=1[C:11]1[CH:16]=[CH:15][CH:14]=[C:13]([CH:17]=[O:18])[CH:12]=1)[CH3:2].[BH4-].[Na+].Cl. (5) Given the product [N:1]1[CH:2]=[CH:3][C:4]([C:7]2[N:11]3[N:12]=[C:13]([NH:16][C:17]4[CH:27]=[CH:26][C:20]([C:21]([OH:23])=[O:22])=[CH:19][CH:18]=4)[CH:14]=[CH:15][C:10]3=[N:9][CH:8]=2)=[CH:5][CH:6]=1, predict the reactants needed to synthesize it. The reactants are: [N:1]1[CH:6]=[CH:5][C:4]([C:7]2[N:11]3[N:12]=[C:13]([NH:16][C:17]4[CH:27]=[CH:26][C:20]([C:21]([O:23]CC)=[O:22])=[CH:19][CH:18]=4)[CH:14]=[CH:15][C:10]3=[N:9][CH:8]=2)=[CH:3][CH:2]=1.[OH-].[Na+]. (6) Given the product [OH:1][C@H:2]1[CH2:19][CH2:18][C@@:17]2([CH3:20])[C@@H:4]([CH2:5][CH2:6][C@:7]3([CH3:31])[C@@H:16]2[CH2:15][CH2:14][C@H:13]2[C@@:8]3([CH3:30])[CH2:9][CH2:10][C@@:11]3([C:27]([N:48]4[CH2:53][CH2:52][CH2:51][CH2:50][CH2:49]4)=[O:29])[CH2:23][CH2:22][C@@H:21]([C:24]([CH3:26])=[CH2:25])[C@@H:12]32)[C:3]1([CH3:32])[CH3:33], predict the reactants needed to synthesize it. The reactants are: [OH:1][C@H:2]1[CH2:19][CH2:18][C@@:17]2([CH3:20])[C@@H:4]([CH2:5][CH2:6][C@:7]3([CH3:31])[C@@H:16]2[CH2:15][CH2:14][C@H:13]2[C@@:8]3([CH3:30])[CH2:9][CH2:10][C@@:11]3([C:27]([OH:29])=O)[CH2:23][CH2:22][C@@H:21]([C:24]([CH3:26])=[CH2:25])[C@@H:12]32)[C:3]1([CH3:33])[CH3:32].CN(C=O)C.CCN(C(C)C)C(C)C.[NH:48]1[CH2:53][CH2:52][CH2:51][CH2:50][CH2:49]1. (7) Given the product [Cl:1][C:2]1[CH:11]=[C:10]([O:16][CH3:15])[C:9]2[C:4](=[CH:5][CH:6]=[C:7]([O:13][CH3:14])[CH:8]=2)[N:3]=1, predict the reactants needed to synthesize it. The reactants are: [Cl:1][C:2]1[CH:11]=[C:10](Cl)[C:9]2[C:4](=[CH:5][CH:6]=[C:7]([O:13][CH3:14])[CH:8]=2)[N:3]=1.[CH3:15][O:16]C1C=CC(N)=CC=1.C(O)(=O)CC(O)=O.C[O-].[Na+]. (8) The reactants are: [CH:1]1[CH:2]=[CH:3][C:4]([C:7]2[N:8]=[C:9](Cl)[CH:10]=[C:11]([Cl:13])[N:12]=2)=[CH:5][CH:6]=1.[NH2:15][C:16]1[CH:20]=[C:19]([CH3:21])[NH:18][N:17]=1.C(N(CC)C(C)C)(C)C.[I-].[Na+]. Given the product [Cl:13][C:11]1[N:12]=[C:7]([C:4]2[CH:5]=[CH:6][CH:1]=[CH:2][CH:3]=2)[N:8]=[C:9]([NH:15][C:16]2[NH:17][N:18]=[C:19]([CH3:21])[CH:20]=2)[CH:10]=1, predict the reactants needed to synthesize it.